Dataset: Catalyst prediction with 721,799 reactions and 888 catalyst types from USPTO. Task: Predict which catalyst facilitates the given reaction. (1) Reactant: [Cl:1][C:2]1[CH:3]=[C:4]([C:9]2[C:14]([C:15]([NH:17][CH2:18][CH2:19][CH2:20][C:21]3[CH:26]=[CH:25][CH:24]=[CH:23][CH:22]=3)=[O:16])=[C:13]([CH3:27])[N:12]=[C:11](S(C)(=O)=O)[N:10]=2)[CH:5]=[C:6]([Cl:8])[CH:7]=1.[CH2:32]([Mg]Cl)[CH2:33][CH2:34][CH3:35].Cl.[CH2:39]1[CH2:43]OC[CH2:40]1. Product: [CH2:32]([C:11]1([CH2:40][CH2:39][CH3:43])[N:10]=[C:9]([C:4]2[CH:3]=[C:2]([Cl:1])[CH:7]=[C:6]([Cl:8])[CH:5]=2)[C:14]([C:15]([NH:17][CH2:18][CH2:19][CH2:20][C:21]2[CH:26]=[CH:25][CH:24]=[CH:23][CH:22]=2)=[O:16])=[C:13]([CH3:27])[NH:12]1)[CH2:33][CH2:34][CH3:35]. The catalyst class is: 13. (2) Reactant: [Cl:1][C:2]([Cl:7])([Cl:6])[C:3](Cl)=[O:4].[NH:8]1[CH:12]=[CH:11][CH:10]=[CH:9]1.C(=O)([O-])[O-].[K+].[K+]. Product: [Cl:1][C:2]([Cl:7])([Cl:6])[C:3]([C:9]1[NH:8][CH:12]=[CH:11][CH:10]=1)=[O:4]. The catalyst class is: 28. (3) Reactant: [C:1]1([S:7]([C:10]2[CH:15]=[CH:14][C:13](Cl)=[CH:12][N:11]=2)(=[O:9])=[O:8])[CH:6]=[CH:5][CH:4]=[CH:3][CH:2]=1.[NH:17]1[CH2:22][CH2:21][NH:20][CH2:19][CH2:18]1. Product: [N:17]1([C:13]2[CH:14]=[CH:15][C:10]([S:7]([C:1]3[CH:6]=[CH:5][CH:4]=[CH:3][CH:2]=3)(=[O:9])=[O:8])=[N:11][CH:12]=2)[CH2:22][CH2:21][NH:20][CH2:19][CH2:18]1. The catalyst class is: 17. (4) Reactant: [CH3:1][C:2]1([CH3:33])[C:11]2[C:6](=[CH:7][CH:8]=[C:9]([C:12]([O:14]CC)=[O:13])[CH:10]=2)[NH:5][CH:4]([C:17]2[CH:22]=[CH:21][CH:20]=[CH:19][C:18]=2[NH:23][S:24]([C:27]2[CH:32]=[CH:31][CH:30]=[CH:29][CH:28]=2)(=[O:26])=[O:25])[CH2:3]1.O.[OH-].[Li+].[OH-].[Na+]. Product: [C:27]1([S:24]([NH:23][C:18]2[CH:19]=[CH:20][CH:21]=[CH:22][C:17]=2[CH:4]2[CH2:3][C:2]([CH3:1])([CH3:33])[C:11]3[C:6](=[CH:7][CH:8]=[C:9]([C:12]([OH:14])=[O:13])[CH:10]=3)[NH:5]2)(=[O:26])=[O:25])[CH:28]=[CH:29][CH:30]=[CH:31][CH:32]=1. The catalyst class is: 40. (5) Reactant: [CH2:1]([O:3][C:4]([CH:6]1[CH2:11][CH2:10][NH:9][CH2:8][CH2:7]1)=[O:5])[CH3:2].[Cl:12][C:13]1[C:17](Cl)=[N:16][S:15][N:14]=1.Cl. Product: [CH2:1]([O:3][C:4]([CH:6]1[CH2:11][CH2:10][N:9]([C:17]2[C:13]([Cl:12])=[N:14][S:15][N:16]=2)[CH2:8][CH2:7]1)=[O:5])[CH3:2]. The catalyst class is: 3.